This data is from Forward reaction prediction with 1.9M reactions from USPTO patents (1976-2016). The task is: Predict the product of the given reaction. (1) Given the reactants [O:1]1[C:5]2([CH2:10][CH2:9][N:8]([C:11]#[N:12])[CH2:7][CH2:6]2)[O:4][CH2:3][CH2:2]1.[OH:13][NH:14][C:15](=N)[CH2:16][CH2:17][CH3:18], predict the reaction product. The product is: [CH2:16]([C:15]1[N:12]=[C:11]([N:8]2[CH2:7][CH2:6][C:5]3([O:4][CH2:3][CH2:2][O:1]3)[CH2:10][CH2:9]2)[O:13][N:14]=1)[CH2:17][CH3:18]. (2) Given the reactants [OH:1][C:2]1[C:7]([C:8]2[S:9][CH:10]=[CH:11][CH:12]=2)=[N:6][NH:5][C:4](=[O:13])[C:3]=1[C:14]1[NH:19][C:18]2[CH:20]=[CH:21][C:22]([I:24])=[CH:23][C:17]=2[S:16](=[O:26])(=[O:25])[N:15]=1.[H-].[Na+].Br[CH2:30][C:31]1[CH:35]=[CH:34][S:33][CH:32]=1, predict the reaction product. The product is: [OH:1][C:2]1[C:7]([C:8]2[S:9][CH:10]=[CH:11][CH:12]=2)=[N:6][N:5]([CH2:30][C:31]2[CH:35]=[CH:34][S:33][CH:32]=2)[C:4](=[O:13])[C:3]=1[C:14]1[NH:15][S:16](=[O:26])(=[O:25])[C:17]2[CH:23]=[C:22]([I:24])[CH:21]=[CH:20][C:18]=2[N:19]=1. (3) Given the reactants Cl[C:2]1[N:3]=[N:4][C:5]([Cl:8])=[CH:6][CH:7]=1.[CH3:9][O:10][C:11](=[O:20])[C:12]1[CH:17]=[C:16]([NH2:18])[CH:15]=[CH:14][C:13]=1[Cl:19], predict the reaction product. The product is: [CH3:9][O:10][C:11](=[O:20])[C:12]1[CH:17]=[C:16]([NH:18][C:2]2[N:3]=[N:4][C:5]([Cl:8])=[CH:6][CH:7]=2)[CH:15]=[CH:14][C:13]=1[Cl:19]. (4) Given the reactants [Br:1][C:2]1[CH:3]=[N:4][N:5]([C:7]2[C:8]([NH:13]C(=O)C(C)(C)C)=[N:9][CH:10]=[CH:11][CH:12]=2)[CH:6]=1.Cl.[OH-].[Na+], predict the reaction product. The product is: [Br:1][C:2]1[CH:3]=[N:4][N:5]([C:7]2[C:8]([NH2:13])=[N:9][CH:10]=[CH:11][CH:12]=2)[CH:6]=1. (5) The product is: [Br:1][C:2]1[C:6]([C:7]([OH:9])=[O:8])=[CH:5][N:4]([CH2:12][C:13]2[CH:18]=[CH:17][C:16]([O:19][CH3:20])=[CH:15][CH:14]=2)[N:3]=1. Given the reactants [Br:1][C:2]1[C:6]([C:7]([O:9]CC)=[O:8])=[CH:5][N:4]([CH2:12][C:13]2[CH:18]=[CH:17][C:16]([O:19][CH3:20])=[CH:15][CH:14]=2)[N:3]=1.[OH-].[Na+].Cl, predict the reaction product. (6) Given the reactants [N+]([C:4]1[CH:9]=[C:8]([C:10]([F:13])([F:12])[F:11])[CH:7]=[CH:6][C:5]=1[CH2:14][C:15]#[N:16])([O-])=O.O.C(O)(=O)C, predict the reaction product. The product is: [F:13][C:10]([F:11])([F:12])[C:8]1[CH:9]=[C:4]2[C:5]([CH:14]=[CH:15][NH:16]2)=[CH:6][CH:7]=1.